This data is from Full USPTO retrosynthesis dataset with 1.9M reactions from patents (1976-2016). The task is: Predict the reactants needed to synthesize the given product. (1) Given the product [C:29]([O:28][C:26]([N:24]1[CH2:25][CH:22]([O:1][C:2]2[CH:3]=[C:4]([CH:8]=[C:9]([S:11]([F:16])([F:12])([F:13])([F:14])[F:15])[CH:10]=2)[C:5]([OH:7])=[O:6])[CH2:23]1)=[O:27])([CH3:32])([CH3:30])[CH3:31], predict the reactants needed to synthesize it. The reactants are: [OH:1][C:2]1[CH:3]=[C:4]([CH:8]=[C:9]([S:11]([F:16])([F:15])([F:14])([F:13])[F:12])[CH:10]=1)[C:5]([OH:7])=[O:6].CS(O[CH:22]1[CH2:25][N:24]([C:26]([O:28][C:29]([CH3:32])([CH3:31])[CH3:30])=[O:27])[CH2:23]1)(=O)=O.C(=O)([O-])[O-].[Cs+].[Cs+].Cl. (2) Given the product [NH2:1][C:4]1[CH:5]=[CH:6][C:7]([CH:10]([CH2:16][CH2:17][CH2:18][CH3:19])[C:11]([O:13][CH2:14][CH3:15])=[O:12])=[CH:8][CH:9]=1, predict the reactants needed to synthesize it. The reactants are: [N+:1]([C:4]1[CH:9]=[CH:8][C:7]([CH:10]([CH2:16][CH2:17][CH2:18][CH3:19])[C:11]([O:13][CH2:14][CH3:15])=[O:12])=[CH:6][CH:5]=1)([O-])=O. (3) The reactants are: C(OC([N:8]1[CH2:16][C:15]2[C:10](=[CH:11][CH:12]=[C:13]([N:17]3[CH2:22][CH2:21][C:20]([OH:29])([C:23]4[CH:28]=[CH:27][CH:26]=[CH:25][CH:24]=4)[CH2:19][CH2:18]3)[CH:14]=2)[CH2:9]1)=O)(C)(C)C.[ClH:30]. Given the product [ClH:30].[CH2:9]1[C:10]2[C:15](=[CH:14][C:13]([N:17]3[CH2:18][CH2:19][C:20]([C:23]4[CH:24]=[CH:25][CH:26]=[CH:27][CH:28]=4)([OH:29])[CH2:21][CH2:22]3)=[CH:12][CH:11]=2)[CH2:16][NH:8]1, predict the reactants needed to synthesize it. (4) The reactants are: [CH3:1][C:2]1[O:6][C:5]([C:7]([O:9][CH3:10])=[O:8])=[CH:4][CH:3]=1.[Cl-].[Cl-].[Cl-].[Al+3].[Br:15]Br. Given the product [Br:15][C:3]1[CH:4]=[C:5]([C:7]([O:9][CH3:10])=[O:8])[O:6][C:2]=1[CH3:1], predict the reactants needed to synthesize it. (5) Given the product [CH3:1][O:2][C:3]1[CH:4]=[CH:5][C:6]([N:9]2[C:13]3[C:14](=[O:26])[N:15]([C:18]4[CH:19]=[CH:20][C:21]([C:22]([N:29]([CH3:30])[CH3:28])=[NH:23])=[CH:24][CH:25]=4)[CH2:16][CH2:17][C:12]=3[C:11]([CH3:27])=[N:10]2)=[CH:7][CH:8]=1, predict the reactants needed to synthesize it. The reactants are: [CH3:1][O:2][C:3]1[CH:8]=[CH:7][C:6]([N:9]2[C:13]3[C:14](=[O:26])[N:15]([C:18]4[CH:25]=[CH:24][C:21]([C:22]#[N:23])=[CH:20][CH:19]=4)[CH2:16][CH2:17][C:12]=3[C:11]([CH3:27])=[N:10]2)=[CH:5][CH:4]=1.[CH3:28][NH:29][CH3:30].